From a dataset of Catalyst prediction with 721,799 reactions and 888 catalyst types from USPTO. Predict which catalyst facilitates the given reaction. (1) Reactant: [NH:1]1[C:9]2[C:4](=[CH:5][C:6]([C:10]([OH:12])=O)=[CH:7][CH:8]=2)[CH:3]=[CH:2]1.[C:13]1([CH2:19][CH2:20][NH2:21])[CH:18]=[CH:17][CH:16]=[CH:15][CH:14]=1.CCN=C=NCCCN(C)C.Cl. Product: [CH2:20]([NH:21][C:10]([C:6]1[CH:5]=[C:4]2[C:9](=[CH:8][CH:7]=1)[NH:1][CH:2]=[CH:3]2)=[O:12])[CH2:19][C:13]1[CH:18]=[CH:17][CH:16]=[CH:15][CH:14]=1. The catalyst class is: 143. (2) Product: [CH2:20]([N:22]([CH2:23][CH3:24])[C:2]1[CH:7]=[C:6]([C:8]2[CH:13]=[CH:12][CH:11]=[C:10]([C:14]([F:17])([F:16])[F:15])[CH:9]=2)[N:5]=[C:4]([C:18]#[N:19])[N:3]=1)[CH3:21]. Reactant: Cl[C:2]1[CH:7]=[C:6]([C:8]2[CH:13]=[CH:12][CH:11]=[C:10]([C:14]([F:17])([F:16])[F:15])[CH:9]=2)[N:5]=[C:4]([C:18]#[N:19])[N:3]=1.[CH2:20]([N:22](CC)[CH2:23][CH3:24])[CH3:21]. The catalyst class is: 10. (3) The catalyst class is: 773. Reactant: Br[C:2]1[C:3]2[C:8]([C:9]3[CH:10]=[CH:11][CH:12]=[CH:13][C:14]=3[CH:15]=1)=[CH:7][CH:6]=[CH:5][CH:4]=2.[Li]C(C)(C)C.[CH3:21][O:22][C:23]1[CH:36]=[CH:35][CH:34]=[CH:33][C:24]=1/[N:25]=[CH:26]/[C:27]1[CH:32]=[CH:31][CH:30]=[CH:29][CH:28]=1.O. Product: [CH3:21][O:22][C:23]1[CH:36]=[CH:35][CH:34]=[CH:33][C:24]=1[NH:25][CH:26]([C:2]1[C:3]2[C:8]([C:9]3[CH:10]=[CH:11][CH:12]=[CH:13][C:14]=3[CH:15]=1)=[CH:7][CH:6]=[CH:5][CH:4]=2)[C:27]1[CH:32]=[CH:31][CH:30]=[CH:29][CH:28]=1. (4) Reactant: [C:1]1([C:7]2([CH2:13][N:14]3[CH2:19][CH2:18][CH2:17][CH2:16][CH2:15]3)[CH2:12][CH2:11][NH:10][CH2:9][CH2:8]2)[CH:6]=[CH:5][CH:4]=[CH:3][CH:2]=1.[C:20]1([CH:26]([C:31]2[CH:36]=[CH:35][CH:34]=[CH:33][CH:32]=2)[CH2:27][C:28](O)=[O:29])[CH:25]=[CH:24][CH:23]=[CH:22][CH:21]=1.C(Cl)CCl. Product: [C:31]1([CH:26]([C:20]2[CH:21]=[CH:22][CH:23]=[CH:24][CH:25]=2)[CH2:27][C:28]([N:10]2[CH2:9][CH2:8][C:7]([C:1]3[CH:6]=[CH:5][CH:4]=[CH:3][CH:2]=3)([CH2:13][N:14]3[CH2:19][CH2:18][CH2:17][CH2:16][CH2:15]3)[CH2:12][CH2:11]2)=[O:29])[CH:32]=[CH:33][CH:34]=[CH:35][CH:36]=1. The catalyst class is: 79. (5) Reactant: CI.[C:3]([C:6]1[CH:7]([C:24]2[CH:31]=[CH:30][C:27]([C:28]#[N:29])=[CH:26][C:25]=2[Br:32])[NH:8][C:9](=[O:23])[N:10]([C:13]2[CH:18]=[CH:17][CH:16]=[C:15]([C:19]([F:22])([F:21])[F:20])[CH:14]=2)[C:11]=1[CH3:12])(=[O:5])[CH3:4].[C:33](=O)([O-])[O-].[Cs+].[Cs+].O. Product: [C:3]([C:6]1[CH:7]([C:24]2[CH:31]=[CH:30][C:27]([C:28]#[N:29])=[CH:26][C:25]=2[Br:32])[N:8]([CH3:33])[C:9](=[O:23])[N:10]([C:13]2[CH:18]=[CH:17][CH:16]=[C:15]([C:19]([F:20])([F:21])[F:22])[CH:14]=2)[C:11]=1[CH3:12])(=[O:5])[CH3:4]. The catalyst class is: 42. (6) Reactant: Br.[O:2]1[CH2:7][CH2:6][N:5]([C:8]([NH2:10])=[NH:9])[CH2:4][CH2:3]1.C([O:13][CH:14]=[C:15]([C:21](OCC)=O)[C:16]([O:18][CH2:19][CH3:20])=[O:17])C.C(=O)([O-])[O-].[K+].[K+]. Product: [O:2]1[CH2:7][CH2:6][N:5]([C:8]2[NH:10][C:14](=[O:13])[C:15]([C:16]([O:18][CH2:19][CH3:20])=[O:17])=[CH:21][N:9]=2)[CH2:4][CH2:3]1. The catalyst class is: 8. (7) Reactant: C(N(CC)CC)C.Cl.[Cl:9][C:10]1[CH:15]=[CH:14][C:13]([CH:16]2[CH2:21][CH2:20][CH2:19][NH:18][CH2:17]2)=[C:12]([C:22]([F:25])([F:24])[F:23])[CH:11]=1.[NH:26]1[CH:30]=[C:29]([C:31](O)=[O:32])[CH:28]=[N:27]1.C(Cl)CCl.C1C=NC2N(O)N=NC=2C=1. Product: [Cl:9][C:10]1[CH:15]=[CH:14][C:13]([CH:16]2[CH2:21][CH2:20][CH2:19][N:18]([C:31]([C:29]3[CH:30]=[N:26][NH:27][CH:28]=3)=[O:32])[CH2:17]2)=[C:12]([C:22]([F:25])([F:23])[F:24])[CH:11]=1. The catalyst class is: 2. (8) Reactant: [Cl:1][C:2]1[CH:7]=[CH:6][C:5]([O:8][C:9]2[CH:14]=[CH:13][C:12]([CH2:15][CH2:16][NH2:17])=[CH:11][CH:10]=2)=[CH:4][C:3]=1[C:18]([F:21])([F:20])[F:19].[Cl:1][C:2]1[CH:7]=[CH:6][C:5]([O:8][C:9]2[CH:10]=[CH:11][C:12]([CH2:15][CH2:16][NH2:17])=[CH:13][CH:14]=2)=[CH:4][C:3]=1[C:18]([F:19])([F:20])[F:21].[CH3:43][N:44]1[CH:49]=[C:48]([CH2:50][C:51]2[CH:52]=[N:53][N:54]([CH3:56])[CH:55]=2)[C:47](=[O:57])[N:46]=[C:45]1N[N+]([O-])=O. Product: [Cl:1][C:2]1[CH:7]=[CH:6][C:5]([O:8][C:9]2[CH:10]=[CH:11][C:12]([CH2:15][CH2:16][NH:17][C:45]3[N:44]([CH3:43])[CH:49]=[C:48]([CH2:50][C:51]4[CH:52]=[N:53][N:54]([CH3:56])[CH:55]=4)[C:47](=[O:57])[N:46]=3)=[CH:13][CH:14]=2)=[CH:4][C:3]=1[C:18]([F:19])([F:20])[F:21]. The catalyst class is: 8. (9) Reactant: Br[C:2]1[S:3][CH:4]=[CH:5][N:6]=1.[Cl:7][C:8]1[CH:13]=[CH:12][CH:11]=[CH:10][C:9]=1B(O)O.C([O-])([O-])=O.[Na+].[Na+].C(O)C. Product: [Cl:7][C:8]1[CH:13]=[CH:12][CH:11]=[CH:10][C:9]=1[C:2]1[S:3][CH:4]=[CH:5][N:6]=1. The catalyst class is: 11.